This data is from Forward reaction prediction with 1.9M reactions from USPTO patents (1976-2016). The task is: Predict the product of the given reaction. Given the reactants FC1C=C(F)C=C2C=1C(NC1C=NC=C(N3CCOCC3)C=1)=C(C)C(N1CCNCC1)=N2.C(N(CC)CC)C.C(OC(=O)C)(=O)C.[F:47][C:48]1[CH:57]=[C:56]([F:58])[CH:55]=[C:54]2[C:49]=1[C:50]([NH:69][C:70]1[CH:71]=[N:72][CH:73]=[C:74]([N:76]3[CH2:81][CH2:80][O:79][CH2:78][CH2:77]3)[CH:75]=1)=[C:51]([CH3:68])[C:52]([N:59]1[CH2:64][CH2:63][N:62]([C:65](=[O:67])[CH3:66])[CH2:61][CH2:60]1)=[N:53]2.C(=O)(O)[O-].[Na+], predict the reaction product. The product is: [F:47][C:48]1[CH:57]=[C:56]([F:58])[CH:55]=[C:54]2[C:49]=1[C:50]([NH:69][C:70]1[CH:71]=[N:72][CH:73]=[C:74]([N:76]3[CH2:77][CH2:78][O:79][CH2:80][CH2:81]3)[CH:75]=1)=[C:51]([CH3:68])[C:52]([N:59]1[CH2:64][CH2:63][N:62]([C:65](=[O:67])[CH3:66])[CH2:61][CH2:60]1)=[N:53]2.